Dataset: Forward reaction prediction with 1.9M reactions from USPTO patents (1976-2016). Task: Predict the product of the given reaction. (1) Given the reactants C[C:2]1[CH:3]=[C:4]([CH:8]=[CH:9][C:10]=1[N:11]1[C:15]2=[N:16][CH:17]=[CH:18][C:19]([N:20]3[CH:24]=[C:23]([C:25]4[CH:26]=[N:27][N:28]([CH3:30])[CH:29]=4)[N:22]=[CH:21]3)=[C:14]2[C:13]([C:31]([F:34])([F:33])[F:32])=[N:12]1)[C:5]([NH2:7])=[O:6].[NH2:35]C1C=C(C=CC=1N1C2=NC=CC(I)=C2C(C(F)(F)F)=N1)C(N)=O, predict the reaction product. The product is: [NH2:35][C:2]1[CH:3]=[C:4]([CH:8]=[CH:9][C:10]=1[N:11]1[C:15]2=[N:16][CH:17]=[CH:18][C:19]([N:20]3[CH:24]=[C:23]([C:25]4[CH:26]=[N:27][N:28]([CH3:30])[CH:29]=4)[N:22]=[CH:21]3)=[C:14]2[C:13]([C:31]([F:33])([F:34])[F:32])=[N:12]1)[C:5]([NH2:7])=[O:6]. (2) Given the reactants [C:1]([O:5][C:6]([N:8]1[CH2:15][CH2:14][C:11]2([CH2:13][CH2:12]2)[CH2:10][C:9]1([CH3:19])[C:16](O)=[O:17])=[O:7])([CH3:4])([CH3:3])[CH3:2].Cl.[NH2:21][C@H:22]([C:24]1[CH:33]=[CH:32][C:27]([C:28]([O:30][CH3:31])=[O:29])=[CH:26][CH:25]=1)[CH3:23].CCN=C=NCCCN(C)C.Cl, predict the reaction product. The product is: [CH3:31][O:30][C:28]([C:27]1[CH:32]=[CH:33][C:24]([C@@H:22]([NH:21][C:16]([C:9]2([CH3:19])[N:8]([C:6]([O:5][C:1]([CH3:4])([CH3:3])[CH3:2])=[O:7])[CH2:15][CH2:14][C:11]3([CH2:12][CH2:13]3)[CH2:10]2)=[O:17])[CH3:23])=[CH:25][CH:26]=1)=[O:29]. (3) Given the reactants [CH:1]1([O:5][C:6]2[C:26]([CH3:27])=[CH:25][CH:24]=[CH:23][C:7]=2[C:8]([NH:10][C:11]2([C:20](O)=[O:21])[CH2:19][C:18]3[C:13](=[CH:14][CH:15]=[CH:16][CH:17]=3)[CH2:12]2)=[O:9])[CH2:4][CH2:3][CH2:2]1.[NH2:28][C:29]1[NH:33][N:32]=[N:31][N:30]=1.Cl.CN(C)CCCN=C=NCC.CO, predict the reaction product. The product is: [NH:30]1[C:29]([NH:28][C:20]([C:11]2([NH:10][C:8](=[O:9])[C:7]3[CH:23]=[CH:24][CH:25]=[C:26]([CH3:27])[C:6]=3[O:5][CH:1]3[CH2:4][CH2:3][CH2:2]3)[CH2:19][C:18]3[C:13](=[CH:14][CH:15]=[CH:16][CH:17]=3)[CH2:12]2)=[O:21])=[N:33][N:32]=[N:31]1. (4) Given the reactants [F:1][C:2]([F:9])([F:8])[CH2:3][S:4](Cl)(=[O:6])=[O:5].[N:10]1[CH:15]=[C:14]([CH2:16][NH:17][C:18]2[CH:23]=[CH:22][CH:21]=[C:20]([CH2:24][C:25]3[CH:30]=[CH:29][CH:28]=[CH:27][C:26]=3[C:31]([F:34])([F:33])[F:32])[CH:19]=2)[CH:13]=[N:12][CH:11]=1, predict the reaction product. The product is: [F:1][C:2]([F:9])([F:8])[CH2:3][S:4]([N:17]([CH2:16][C:14]1[CH:13]=[N:12][CH:11]=[N:10][CH:15]=1)[C:18]1[CH:23]=[CH:22][CH:21]=[C:20]([CH2:24][C:25]2[CH:30]=[CH:29][CH:28]=[CH:27][C:26]=2[C:31]([F:32])([F:33])[F:34])[CH:19]=1)(=[O:6])=[O:5]. (5) Given the reactants [CH3:1][O:2][C:3]1[CH:10]=[CH:9][C:8]([CH:11]([CH3:13])[CH3:12])=[CH:7][C:4]=1[CH:5]=[O:6].C(O)C.[BH4-].[Na+].C(OCC)(=O)C, predict the reaction product. The product is: [CH3:1][O:2][C:3]1[CH:10]=[CH:9][C:8]([CH:11]([CH3:13])[CH3:12])=[CH:7][C:4]=1[CH2:5][OH:6]. (6) Given the reactants [C:1]([N:8]1[C@@H:13]([CH:14]=[O:15])[CH2:12][CH2:11][CH2:10][C@@H:9]1[CH3:16])([O:3][C:4]([CH3:7])([CH3:6])[CH3:5])=[O:2].C(C=P([C:24]1[CH:29]=CC=[CH:26][CH:25]=1)([C:24]1[CH:29]=CC=[CH:26][CH:25]=1)[C:24]1[CH:29]=CC=[CH:26][CH:25]=1)(OCC)=O, predict the reaction product. The product is: [C:1]([N:8]1[C@@H:13]([C:14](=[O:15])[CH2:26][CH2:25][CH:24]=[CH2:29])[CH2:12][CH2:11][CH2:10][C@@H:9]1[CH3:16])([O:3][C:4]([CH3:7])([CH3:6])[CH3:5])=[O:2]. (7) Given the reactants [Cl:1][C:2]1[CH:7]=[CH:6][C:5]([CH2:8][CH2:9][C:10]2[CH:15]=[CH:14][C:13](N)=[CH:12][CH:11]=2)=[CH:4][C:3]=1[C:17]([F:20])([F:19])[F:18].[Li+].C[Si]([N-:26][Si](C)(C)C)(C)C.F[C:32]1[CH:40]=[CH:39][CH:38]=[CH:37][C:33]=1[C:34]([OH:36])=[O:35], predict the reaction product. The product is: [Cl:1][C:2]1[CH:7]=[CH:6][C:5]([CH2:8][CH2:9][C:10]2[CH:15]=[CH:14][C:13]([C:40]3[C:32]([NH2:26])=[C:33]([CH:37]=[CH:38][CH:39]=3)[C:34]([OH:36])=[O:35])=[CH:12][CH:11]=2)=[CH:4][C:3]=1[C:17]([F:20])([F:19])[F:18]. (8) Given the reactants Cl.Cl.[CH2:3]([O:10][C:11]1[CH:16]=[CH:15][C:14]([C:17]2[CH:18]=[C:19]([O:27][CH2:28][C:29]3([OH:35])[CH2:34][CH2:33][NH:32][CH2:31][CH2:30]3)[N:20]=[N:21][C:22]=2[CH2:23][CH2:24][CH2:25][CH3:26])=[CH:13][CH:12]=1)[C:4]1[CH:9]=[CH:8][CH:7]=[CH:6][CH:5]=1.[C:36](O[BH-](OC(=O)C)OC(=O)C)(=O)C.[Na+], predict the reaction product. The product is: [CH2:3]([O:10][C:11]1[CH:12]=[CH:13][C:14]([C:17]2[CH:18]=[C:19]([O:27][CH2:28][C:29]3([OH:35])[CH2:34][CH2:33][N:32]([CH3:36])[CH2:31][CH2:30]3)[N:20]=[N:21][C:22]=2[CH2:23][CH2:24][CH2:25][CH3:26])=[CH:15][CH:16]=1)[C:4]1[CH:5]=[CH:6][CH:7]=[CH:8][CH:9]=1. (9) The product is: [ClH:73].[N:22]1([C:25]2[C:26](=[O:31])[N:27]([CH2:35][CH2:36][O:11][C:3]3[C:2]([F:1])=[C:7]([F:8])[CH:6]=[C:5]([F:9])[C:4]=3[F:10])[CH:28]=[CH:29][N:30]=2)[CH2:21][CH2:20][NH:19][CH2:24][CH2:23]1. Given the reactants [F:1][C:2]1[C:7]([F:8])=[CH:6][C:5]([F:9])=[C:4]([F:10])[C:3]=1[OH:11].C(OC([N:19]1[CH2:24][CH2:23][N:22]([C:25]2[C:26]([O:31]CCO)=[N:27][CH:28]=[CH:29][N:30]=2)[CH2:21][CH2:20]1)=O)(C)(C)C.[C:35]1(P(C2C=CC=CC=2)C2C=CC=CC=2)C=CC=C[CH:36]=1.CN(C(/N=N/C(N(C)C)=O)=O)C.C(O)(C(F)(F)F)=O.[Cl:73]CCl.O, predict the reaction product.